Dataset: Catalyst prediction with 721,799 reactions and 888 catalyst types from USPTO. Task: Predict which catalyst facilitates the given reaction. (1) Reactant: [OH:1][C:2]1[CH:31]=[CH:30][C:5]([CH2:6][C:7]2[C:16]3[C:11](=[CH:12][C:13]([O:17][CH3:18])=[CH:14][CH:15]=3)[O:10][C:9](=[O:19])[C:8]=2[C:20]2[CH:25]=[CH:24][C:23]([C:26]([F:29])([F:28])[F:27])=[CH:22][CH:21]=2)=[CH:4][CH:3]=1.[C:32](Cl)(=[O:37])[C:33]([CH3:36])([CH3:35])[CH3:34].N1C=CN=C1. Product: [CH3:18][O:17][C:13]1[CH:12]=[C:11]2[C:16]([C:7]([CH2:6][C:5]3[CH:30]=[CH:31][C:2]([O:1][C:32](=[O:37])[C:33]([CH3:36])([CH3:35])[CH3:34])=[CH:3][CH:4]=3)=[C:8]([C:20]3[CH:25]=[CH:24][C:23]([C:26]([F:29])([F:27])[F:28])=[CH:22][CH:21]=3)[C:9](=[O:19])[O:10]2)=[CH:15][CH:14]=1. The catalyst class is: 241. (2) Reactant: [CH3:1][C:2]([C:11]1[S:12][C:13]([C:16]2[CH:21]=[C:20]([NH:22][C:23]3[N:28]=[C:27]([C:29]([F:32])([F:31])[F:30])[CH:26]=[CH:25][N:24]=3)[CH:19]=[C:18]([CH3:33])[CH:17]=2)=[CH:14][N:15]=1)([CH3:10])[C:3]([O:5]CCCC)=[O:4].Cl. Product: [CH3:10][C:2]([C:11]1[S:12][C:13]([C:16]2[CH:21]=[C:20]([NH:22][C:23]3[N:28]=[C:27]([C:29]([F:31])([F:32])[F:30])[CH:26]=[CH:25][N:24]=3)[CH:19]=[C:18]([CH3:33])[CH:17]=2)=[CH:14][N:15]=1)([CH3:1])[C:3]([OH:5])=[O:4]. The catalyst class is: 440.